From a dataset of Full USPTO retrosynthesis dataset with 1.9M reactions from patents (1976-2016). Predict the reactants needed to synthesize the given product. (1) Given the product [OH:49]/[N:48]=[CH:1]/[C:3]1[CH:12]=[C:11]2[C:6]([N:7]([CH3:35])[CH2:8][CH2:9][N:10]2[C:13]2[C:17]3[CH2:18][N:19]([C:22]([O:24][C:25]([CH3:26])([CH3:28])[CH3:27])=[O:23])[CH2:20][CH2:21][C:16]=3[N:15]([CH:29]3[CH2:30][CH2:31][O:32][CH2:33][CH2:34]3)[N:14]=2)=[CH:5][C:4]=1[C:36]1[CH:37]=[N:38][N:39]([CH3:41])[CH:40]=1, predict the reactants needed to synthesize it. The reactants are: [CH:1]([C:3]1[CH:12]=[C:11]2[C:6]([N:7]([CH3:35])[CH2:8][CH2:9][N:10]2[C:13]2[C:17]3[CH2:18][N:19]([C:22]([O:24][C:25]([CH3:28])([CH3:27])[CH3:26])=[O:23])[CH2:20][CH2:21][C:16]=3[N:15]([CH:29]3[CH2:34][CH2:33][O:32][CH2:31][CH2:30]3)[N:14]=2)=[CH:5][C:4]=1[C:36]1[CH:37]=[N:38][N:39]([CH3:41])[CH:40]=1)=O.C([O-])(=O)C.[Na+].Cl.[NH2:48][OH:49].C(Cl)Cl. (2) Given the product [F:40][C:39]1[C:10]([S:7]([NH:6][C:41]2[S:45][N:44]=[CH:43][N:42]=2)(=[O:9])=[O:8])=[CH:11][C:12]2[O:16][C:15](=[O:17])[N:14]([C@@H:18]([C:20]3[CH:25]=[CH:24][CH:23]=[CH:22][C:21]=3[C:26]3([F:37])[CH2:27][NH:28][CH2:29]3)[CH3:19])[C:13]=2[CH:38]=1, predict the reactants needed to synthesize it. The reactants are: COC1C=C(OC)C=CC=1C[N:6]([C:41]1[S:45][N:44]=[CH:43][N:42]=1)[S:7]([C:10]1[C:39]([F:40])=[CH:38][C:13]2[N:14]([C@@H:18]([C:20]3[CH:25]=[CH:24][CH:23]=[CH:22][C:21]=3[C:26]3([F:37])[CH2:29][N:28](C(OC(C)(C)C)=O)[CH2:27]3)[CH3:19])[C:15](=[O:17])[O:16][C:12]=2[CH:11]=1)(=[O:9])=[O:8].C(Cl)Cl.C(O)(C(F)(F)F)=O. (3) Given the product [N:1]([CH2:6][C:7]1[CH:12]=[CH:11][C:10]([C:13](=[O:15])[CH3:14])=[CH:9][CH:8]=1)=[N+:2]=[N-:3], predict the reactants needed to synthesize it. The reactants are: [N-:1]=[N+:2]=[N-:3].[Na+].Br[CH2:6][C:7]1[CH:12]=[CH:11][C:10]([C:13](=[O:15])[CH3:14])=[CH:9][CH:8]=1.